From a dataset of Full USPTO retrosynthesis dataset with 1.9M reactions from patents (1976-2016). Predict the reactants needed to synthesize the given product. Given the product [C:34]([SiH2:33][O:32][C:31]([CH3:38])([CH3:39])[C:28]1[O:29][CH:30]=[C:25]([O:24][CH2:23][CH2:22][CH2:21][CH2:20][CH2:19][S:13][C:7]2[C:6]3[C:11](=[CH:12][C:3]([C:2]([F:1])([F:14])[F:15])=[CH:4][CH:5]=3)[N:10]=[CH:9][CH:8]=2)[C:26](=[O:40])[CH:27]=1)([CH3:37])([CH3:36])[CH3:35], predict the reactants needed to synthesize it. The reactants are: [F:1][C:2]([F:15])([F:14])[C:3]1[CH:12]=[C:11]2[C:6]([C:7]([SH:13])=[CH:8][CH:9]=[N:10]2)=[CH:5][CH:4]=1.[H-].[Na+].Br[CH2:19][CH2:20][CH2:21][CH2:22][CH2:23][O:24][C:25]1[C:26](=[O:40])[CH:27]=[C:28]([C:31]([CH3:39])([CH3:38])[O:32][SiH2:33][C:34]([CH3:37])([CH3:36])[CH3:35])[O:29][CH:30]=1.